Task: Predict the product of the given reaction.. Dataset: Forward reaction prediction with 1.9M reactions from USPTO patents (1976-2016) (1) Given the reactants [CH3:1][C:2]1([CH2:12][CH2:13][OH:14])[C:11]2[C:6](=[CH:7][CH:8]=[CH:9][CH:10]=2)[O:5][CH2:4][CH2:3]1.[Br:15]Br.C(=O)([O-])[O-].[K+].[K+].[C:23]([OH:26])(=O)[CH3:24], predict the reaction product. The product is: [Br:15][C:9]1[CH:10]=[C:11]2[C:6](=[CH:7][CH:8]=1)[O:5][CH2:4][CH2:3][C:2]2([CH2:12][CH2:13][O:14][C:23](=[O:26])[CH3:24])[CH3:1]. (2) Given the reactants [CH:1]1([NH:4][C:5]([C:7]2[CH:8]=[CH:9][C:10]([CH3:30])=[C:11]([C:13]3[CH:18]=[CH:17][C:16]([C:19]([NH:21][NH:22]C(OC(C)(C)C)=O)=[O:20])=[CH:15][CH:14]=3)[CH:12]=2)=[O:6])[CH2:3][CH2:2]1, predict the reaction product. The product is: [CH:1]1([NH:4][C:5]([C:7]2[CH:12]=[C:11]([C:13]3[CH:18]=[CH:17][C:16]([C:19]([NH:21][NH2:22])=[O:20])=[CH:15][CH:14]=3)[C:10]([CH3:30])=[CH:9][CH:8]=2)=[O:6])[CH2:3][CH2:2]1. (3) Given the reactants Br[C:2]1[CH:7]=[CH:6][C:5]([C:8]([N:10]2[CH2:15][CH2:14][N:13]([C:16]3[CH:21]=[CH:20][C:19]([CH3:22])=[CH:18][C:17]=3[CH3:23])[CH2:12][CH2:11]2)=[O:9])=[C:4]([S:24]([CH3:27])(=[O:26])=[O:25])[CH:3]=1.[C:28]([NH2:31])(=[O:30])[CH3:29], predict the reaction product. The product is: [CH3:23][C:17]1[CH:18]=[C:19]([CH3:22])[CH:20]=[CH:21][C:16]=1[N:13]1[CH2:14][CH2:15][N:10]([C:8]([C:5]2[CH:6]=[CH:7][C:2]([NH:31][C:28](=[O:30])[CH3:29])=[CH:3][C:4]=2[S:24]([CH3:27])(=[O:26])=[O:25])=[O:9])[CH2:11][CH2:12]1. (4) Given the reactants [O:1]=[C:2]1[NH:7][CH:6]=[CH:5][N:4]([S:8]([C:11]2[CH:17]=[CH:16][C:14]([CH3:15])=[CH:13][CH:12]=2)(=[O:10])=[O:9])[C@@H:3]1[CH2:18][C:19](O)=[O:20].[N:22]1([CH:28]([C:30]2[CH:31]=[C:32]3[C:37](=[CH:38][CH:39]=2)[C@H:36]([NH:40]C(=O)OC(C)(C)C)[CH2:35][CH2:34][CH2:33]3)[CH3:29])[CH2:27][CH2:26][CH2:25][CH2:24][CH2:23]1.CCN=C=NCCCN(C)C.C1C=CC2N(O)N=NC=2C=1, predict the reaction product. The product is: [O:1]=[C:2]1[NH:7][CH:6]=[CH:5][N:4]([S:8]([C:11]2[CH:17]=[CH:16][C:14]([CH3:15])=[CH:13][CH:12]=2)(=[O:9])=[O:10])[C@@H:3]1[CH2:18][C:19]([NH:40][C@H:36]1[C:37]2[C:32](=[CH:31][C:30]([CH:28]([N:22]3[CH2:27][CH2:26][CH2:25][CH2:24][CH2:23]3)[CH3:29])=[CH:39][CH:38]=2)[CH2:33][CH2:34][CH2:35]1)=[O:20]. (5) The product is: [Cl:28][C:25]1[CH:26]=[CH:27][C:22]([C:20]2[C:19]3[CH:29]=[C:30]([O:33][CH3:34])[CH:31]=[CH:32][C:18]=3[N:17]3[C:35]([CH3:38])=[N:36][N:37]=[C:16]3[C@H:15]([CH2:14][C:13]([NH:12][CH2:11][CH2:10][NH:9][C:7](=[O:8])[CH2:6][NH:5][C:3](=[O:4])[CH2:2][NH:1][C:76](=[O:77])[CH2:75][C@@H:60]3[N:59]=[C:58]([C:55]4[CH:56]=[CH:57][C:52]([Cl:51])=[CH:53][CH:54]=4)[C:64]4[CH:65]=[C:66]([O:69][CH3:70])[CH:67]=[CH:68][C:63]=4[N:62]4[C:71]([CH3:74])=[N:72][N:73]=[C:61]34)=[O:39])[N:21]=2)=[CH:23][CH:24]=1. Given the reactants [NH2:1][CH2:2][C:3]([NH:5][CH2:6][C:7]([NH:9][CH2:10][CH2:11][NH:12][C:13](=[O:39])[CH2:14][C@@H:15]1[N:21]=[C:20]([C:22]2[CH:27]=[CH:26][C:25]([Cl:28])=[CH:24][CH:23]=2)[C:19]2[CH:29]=[C:30]([O:33][CH3:34])[CH:31]=[CH:32][C:18]=2[N:17]2[C:35]([CH3:38])=[N:36][N:37]=[C:16]12)=[O:8])=[O:4].CCN=C=NCCCN(C)C.[Cl:51][C:52]1[CH:57]=[CH:56][C:55]([C:58]2[C:64]3[CH:65]=[C:66]([O:69][CH3:70])[CH:67]=[CH:68][C:63]=3[N:62]3[C:71]([CH3:74])=[N:72][N:73]=[C:61]3[C@H:60]([CH2:75][C:76](O)=[O:77])[N:59]=2)=[CH:54][CH:53]=1.C1C=CC2N(O)N=NC=2C=1, predict the reaction product. (6) Given the reactants [Br:1]N1C(=O)CCC1=O.C(OOC(=O)C1C=CC=CC=1)(=O)C1C=CC=CC=1.[CH3:27][O:28][C:29]1[CH:39]=[CH:38][CH:37]=[C:36]([CH3:40])[C:30]=1[C:31]([O:33][CH2:34][CH3:35])=[O:32], predict the reaction product. The product is: [Br:1][CH2:40][C:36]1[CH:37]=[CH:38][CH:39]=[C:29]([O:28][CH3:27])[C:30]=1[C:31]([O:33][CH2:34][CH3:35])=[O:32]. (7) Given the reactants C[N:2](C)/[CH:3]=[CH:4]/[C:5]([C:7]1[C:12](=[O:13])[CH:11]=[CH:10][N:9]([C:14]2[CH:19]=[CH:18][CH:17]=[C:16]([O:20][C:21]([F:24])([F:23])[F:22])[CH:15]=2)[N:8]=1)=O.[O:26]1[C:31]2[CH:32]=[CH:33][C:34]([NH:36]N)=[CH:35][C:30]=2[O:29][CH2:28][CH2:27]1, predict the reaction product. The product is: [O:26]1[C:31]2[CH:32]=[CH:33][C:34]([N:36]3[C:5]([C:7]4[C:12](=[O:13])[CH:11]=[CH:10][N:9]([C:14]5[CH:19]=[CH:18][CH:17]=[C:16]([O:20][C:21]([F:24])([F:23])[F:22])[CH:15]=5)[N:8]=4)=[CH:4][CH:3]=[N:2]3)=[CH:35][C:30]=2[O:29][CH2:28][CH2:27]1. (8) Given the reactants [CH:1]([O:4][C:5]1[CH:10]=[CH:9][C:8]([C:11]([N:13]2[CH2:18][CH2:17][C:16]3([CH:27]=[CH:26][C:25]4[C:20](=[CH:21][CH:22]=[CH:23][CH:24]=4)[O:19]3)[CH2:15][CH2:14]2)=[O:12])=[CH:7][C:6]=1[O:28][CH3:29])([CH3:3])[CH3:2].C1C=C(Cl)C=C(C(OO)=[O:38])C=1, predict the reaction product. The product is: [N:13]1([C:11]([C:8]2[CH:9]=[CH:10][C:5]([O:4][CH:1]([CH3:3])[CH3:2])=[C:6]([O:28][CH3:29])[CH:7]=2)=[O:12])[CH2:18][CH2:17][C:16]2([CH:27]3[O:38][CH:26]3[C:25]3[CH:24]=[CH:23][CH:22]=[CH:21][C:20]=3[O:19]2)[CH2:15][CH2:14]1.